From a dataset of Catalyst prediction with 721,799 reactions and 888 catalyst types from USPTO. Predict which catalyst facilitates the given reaction. (1) Reactant: [NH2:1][C:2]1[C:3]2[C:10](I)=[CH:9][N:8]([C@H:12]3[CH2:15][C@H:14]([C:16]([NH2:18])=[O:17])[CH2:13]3)[C:4]=2[N:5]=[CH:6][N:7]=1.[C:19]1([C:25]2[CH:34]=[CH:33][C:32]3[C:27](=[CH:28][C:29](B4OC(C)(C)C(C)(C)O4)=[CH:30][CH:31]=3)[N:26]=2)[CH:24]=[CH:23][CH:22]=[CH:21][CH:20]=1.C([O-])([O-])=O.[Na+].[Na+].CN(C=O)C. Product: [NH2:1][C:2]1[C:3]2[C:10]([C:29]3[CH:28]=[C:27]4[C:32]([CH:33]=[CH:34][C:25]([C:19]5[CH:24]=[CH:23][CH:22]=[CH:21][CH:20]=5)=[N:26]4)=[CH:31][CH:30]=3)=[CH:9][N:8]([C@H:12]3[CH2:15][C@H:14]([C:16]([NH2:18])=[O:17])[CH2:13]3)[C:4]=2[N:5]=[CH:6][N:7]=1. The catalyst class is: 103. (2) Reactant: [CH3:1][C:2]([O:5][C:6]([C:8]1[CH:13]=[CH:12][C:11]([NH:14][C:15]([C@@H:17]2[CH2:21][C@H:20]([N:22]3[CH2:27][CH2:26][N:25]([S:28]([CH3:31])(=[O:30])=[O:29])[CH2:24][CH2:23]3)[CH2:19][N:18]2C(OCC2C=CC=CC=2)=O)=[O:16])=[CH:10][CH:9]=1)=[O:7])([CH3:4])[CH3:3]. Product: [CH3:31][S:28]([N:25]1[CH2:26][CH2:27][N:22]([C@@H:20]2[CH2:19][NH:18][C@H:17]([C:15]([NH:14][C:11]3[CH:12]=[CH:13][C:8]([C:6]([O:5][C:2]([CH3:1])([CH3:4])[CH3:3])=[O:7])=[CH:9][CH:10]=3)=[O:16])[CH2:21]2)[CH2:23][CH2:24]1)(=[O:30])=[O:29]. The catalyst class is: 29. (3) Reactant: [N+:1]([C:4]1[C:13]2[CH2:12][O:11]C[O:9][C:8]=2[CH:7]=[CH:6][CH:5]=1)([O-:3])=[O:2].Cl. Product: [OH:11][CH2:12][C:13]1[C:4]([N+:1]([O-:3])=[O:2])=[CH:5][CH:6]=[CH:7][C:8]=1[OH:9]. The catalyst class is: 25. (4) Reactant: [CH:1]([CH:3]1[CH2:7][CH2:6][CH2:5][N:4]1[C:8]([O:10][C:11]([CH3:14])([CH3:13])[CH3:12])=[O:9])=O.[C:15]([CH:20]=P(C1C=CC=CC=1)(C1C=CC=CC=1)C1C=CC=CC=1)([O:17][CH2:18][CH3:19])=[O:16]. Product: [CH2:18]([O:17][C:15](=[O:16])[CH:20]=[CH:1][CH:3]1[CH2:7][CH2:6][CH2:5][N:4]1[C:8]([O:10][C:11]([CH3:14])([CH3:13])[CH3:12])=[O:9])[CH3:19]. The catalyst class is: 1. (5) Reactant: [F:1][C:2]1[CH:7]=[CH:6][C:5]([CH3:8])=[CH:4][C:3]=1[CH2:9][CH2:10][O:11][C:12]1[CH:13]=[C:14]([CH:18]=[CH:19][C:20]=1[O:21][CH3:22])[C:15]([OH:17])=O.S(Cl)(Cl)=O.Cl.[CH3:28][O:29][C:30]([C:32]1([NH2:39])[CH2:38][CH2:37][CH2:36][CH2:35][CH2:34][CH2:33]1)=[O:31].C(=O)([O-])O.[Na+]. Product: [CH3:28][O:29][C:30]([C:32]1([NH:39][C:15](=[O:17])[C:14]2[CH:18]=[CH:19][C:20]([O:21][CH3:22])=[C:12]([O:11][CH2:10][CH2:9][C:3]3[CH:4]=[C:5]([CH3:8])[CH:6]=[CH:7][C:2]=3[F:1])[CH:13]=2)[CH2:33][CH2:34][CH2:35][CH2:36][CH2:37][CH2:38]1)=[O:31]. The catalyst class is: 425.